From a dataset of Retrosynthesis with 50K atom-mapped reactions and 10 reaction types from USPTO. Predict the reactants needed to synthesize the given product. (1) Given the product COC(=O)C1CCCC(Nc2nccc(-c3cnc(C)n3C(C)C)n2)C1, predict the reactants needed to synthesize it. The reactants are: COC(=O)C1CCCC(N)C1.Cc1ncc(-c2ccnc(Cl)n2)n1C(C)C. (2) Given the product O=C(O)c1ccc(CCc2ccc(S(=O)Cc3ccc4ccccc4n3)cc2)cc1, predict the reactants needed to synthesize it. The reactants are: O=C(O)c1ccc(CCc2ccc(SCc3ccc4ccccc4n3)cc2)cc1.O=C([O-])O.